Dataset: NCI-60 drug combinations with 297,098 pairs across 59 cell lines. Task: Regression. Given two drug SMILES strings and cell line genomic features, predict the synergy score measuring deviation from expected non-interaction effect. Drug 1: CS(=O)(=O)OCCCCOS(=O)(=O)C. Drug 2: C1CCC(C(C1)N)N.C(=O)(C(=O)[O-])[O-].[Pt+4]. Cell line: OVCAR-4. Synergy scores: CSS=5.25, Synergy_ZIP=-3.04, Synergy_Bliss=-1.31, Synergy_Loewe=-5.13, Synergy_HSA=-0.886.